From a dataset of Reaction yield outcomes from USPTO patents with 853,638 reactions. Predict the reaction yield, written as a fraction of the theoretical maximum amount of product (1.0 means a 100% yield; for example, 0.34 means a 34% yield). (1) The reactants are ClC1C(C)=C(S(Cl)(=O)=O)C=CC=1.N1C=CC=C[CH:14]=1.COC([C:23]1[NH:24][C:25]2[C:30]([CH:31]=1)=[CH:29][C:28]([NH2:32])=[CH:27][CH:26]=2)=O.[C:33]([O-:36])(O)=[O:34].[Na+]. The catalyst is ClCCl. The product is [CH3:14][O:36][C:33]([C:31]1[C:30]2[C:25](=[CH:26][CH:27]=[C:28]([NH2:32])[CH:29]=2)[NH:24][CH:23]=1)=[O:34]. The yield is 0.650. (2) The reactants are [CH3:1][O:2][C:3]1[CH:8]=[CH:7][C:6]([C:9]2[CH:10]=[C:11]([CH:22]3[CH2:27][CH2:26][NH:25][CH2:24][CH2:23]3)[NH:12][C:13]=2[C:14]2[CH:19]=[CH:18][C:17]([O:20][CH3:21])=[CH:16][CH:15]=2)=[CH:5][CH:4]=1.ClC(Cl)(O[C:32](=[O:38])OC(Cl)(Cl)Cl)Cl.C(N(CC)CC)C.Cl.[CH3:48][NH:49][OH:50]. The catalyst is ClCCl.O. The product is [CH3:1][O:2][C:3]1[CH:8]=[CH:7][C:6]([C:9]2[CH:10]=[C:11]([CH:22]3[CH2:27][CH2:26][N:25]([C:32](=[O:38])[N:49]([OH:50])[CH3:48])[CH2:24][CH2:23]3)[NH:12][C:13]=2[C:14]2[CH:19]=[CH:18][C:17]([O:20][CH3:21])=[CH:16][CH:15]=2)=[CH:5][CH:4]=1. The yield is 0.450. (3) The reactants are Br[C:2]1[CH:3]=[C:4]([N:8]2[C:12]3[N:13]=[C:14]([CH3:16])[S:15][C:11]=3[C:10]([C:17]([O:19][CH2:20][CH3:21])=[O:18])=[N:9]2)[CH:5]=[CH:6][CH:7]=1.[C:22]([C@:24]1([OH:31])[CH2:28][CH2:27][N:26]([CH3:29])[C:25]1=[O:30])#[CH:23]. No catalyst specified. The product is [OH:31][C@@:24]1([C:22]#[C:23][C:2]2[CH:3]=[C:4]([N:8]3[C:12]4[N:13]=[C:14]([CH3:16])[S:15][C:11]=4[C:10]([C:17]([O:19][CH2:20][CH3:21])=[O:18])=[N:9]3)[CH:5]=[CH:6][CH:7]=2)[CH2:28][CH2:27][N:26]([CH3:29])[C:25]1=[O:30]. The yield is 0.860. (4) The reactants are [CH3:1][C:2]1[CH:7]=[CH:6][CH:5]=[C:4]([CH3:8])[C:3]=1[OH:9].O1CCOCC1.CC(C)([O-])C.[K+].Cl[C:23]1[N:24]=[N+:25]([O-:30])[C:26]([Cl:29])=[CH:27][CH:28]=1. The catalyst is CS(C)=O. The product is [Cl:29][C:26]1[N+:25]([O-:30])=[N:24][C:23]([O:9][C:3]2[C:4]([CH3:8])=[CH:5][CH:6]=[CH:7][C:2]=2[CH3:1])=[CH:28][CH:27]=1. The yield is 0.631. (5) The reactants are [NH2:1][C:2]1[S:3][C:4]2[CH:10]=[C:9]([O:11][C:12]3[CH:13]=[C:14]([CH:28]=[CH:29][CH:30]=3)[C:15]([NH:17][C:18]3[CH:23]=[CH:22][CH:21]=[C:20]([C:24]([F:27])([F:26])[F:25])[CH:19]=3)=[O:16])[CH:8]=[CH:7][C:5]=2[N:6]=1.Cl[CH2:32][C:33](Cl)=[O:34].O.[CH3:37][N:38]1[CH2:43][CH2:42][NH:41][CH2:40][CH2:39]1. The catalyst is CN(C)C=O. The product is [CH3:37][N:38]1[CH2:43][CH2:42][N:41]([CH2:32][C:33]([NH:1][C:2]2[S:3][C:4]3[CH:10]=[C:9]([O:11][C:12]4[CH:13]=[C:14]([CH:28]=[CH:29][CH:30]=4)[C:15]([NH:17][C:18]4[CH:23]=[CH:22][CH:21]=[C:20]([C:24]([F:27])([F:25])[F:26])[CH:19]=4)=[O:16])[CH:8]=[CH:7][C:5]=3[N:6]=2)=[O:34])[CH2:40][CH2:39]1. The yield is 0.600. (6) The reactants are [Br:1][C:2]1[CH:3]=[C:4]([CH:7]=[C:8]([N+:10]([O-:12])=[O:11])[CH:9]=1)[CH2:5][OH:6].[Si:13](Cl)([C:16]([CH3:19])([CH3:18])[CH3:17])([CH3:15])[CH3:14].N1C=CN=C1. The catalyst is CN(C)C=O. The product is [Br:1][C:2]1[CH:3]=[C:4]([CH:7]=[C:8]([N+:10]([O-:12])=[O:11])[CH:9]=1)[CH2:5][O:6][Si:13]([C:16]([CH3:19])([CH3:18])[CH3:17])([CH3:15])[CH3:14]. The yield is 0.930. (7) The catalyst is O. The reactants are [S:1]1[C:5]2[CH:6]=[CH:7][CH:8]=[CH:9][C:4]=2[N:3]=[C:2]1[NH:10][C:11]([N:13]1[CH2:18][CH2:17][O:16][C:15]2[CH:19]=[CH:20][C:21]([C:23]3[S:24][C:25]([N:33]([CH3:43])[CH2:34][CH2:35][O:36][C:37]4[CH:42]=[CH:41][CH:40]=[CH:39][CH:38]=4)=[C:26]([C:28]([O:30]CC)=[O:29])[N:27]=3)=[CH:22][C:14]1=2)=[O:12].[OH-].[K+].CO. The yield is 0.0800. The product is [S:1]1[C:5]2[CH:6]=[CH:7][CH:8]=[CH:9][C:4]=2[N:3]=[C:2]1[NH:10][C:11]([N:13]1[CH2:18][CH2:17][O:16][C:15]2[CH:19]=[CH:20][C:21]([C:23]3[S:24][C:25]([N:33]([CH3:43])[CH2:34][CH2:35][O:36][C:37]4[CH:38]=[CH:39][CH:40]=[CH:41][CH:42]=4)=[C:26]([C:28]([OH:30])=[O:29])[N:27]=3)=[CH:22][C:14]1=2)=[O:12].